Dataset: Forward reaction prediction with 1.9M reactions from USPTO patents (1976-2016). Task: Predict the product of the given reaction. Given the reactants C([Li])CCC.Br[C:7]1[CH:12]=[CH:11][C:10]([N:13]([CH2:21][C:22]2[CH:27]=[CH:26][CH:25]=[CH:24][CH:23]=2)[CH2:14][C:15]2[CH:20]=[CH:19][CH:18]=[CH:17][CH:16]=2)=[CH:9][CH:8]=1.C([O:31][B:32](OC(C)C)[O:33]C(C)C)(C)C, predict the reaction product. The product is: [C:15]1([CH2:14][N:13]([CH2:21][C:22]2[CH:27]=[CH:26][CH:25]=[CH:24][CH:23]=2)[C:10]2[CH:11]=[CH:12][C:7]([B:32]([OH:33])[OH:31])=[CH:8][CH:9]=2)[CH:20]=[CH:19][CH:18]=[CH:17][CH:16]=1.